Predict the reactants needed to synthesize the given product. From a dataset of Full USPTO retrosynthesis dataset with 1.9M reactions from patents (1976-2016). (1) Given the product [O:1]([CH3:16])[C@@H:2]1[O:8][C@H:7]([CH2:9][OH:10])[C@@H:5]([OH:6])[C@H:3]1[OH:4], predict the reactants needed to synthesize it. The reactants are: [O:1]=[CH:2][C@@H:3]([C@@H:5]([C@@H:7]([CH2:9][OH:10])[OH:8])[OH:6])[OH:4].S(=O)(=O)(O)O.[C:16](=O)([O-])[O-].[Na+].[Na+]. (2) Given the product [CH3:1][O:2][C:3]1[C:4](=[O:18])[C:5]([C:6]([O:8][CH3:9])=[O:7])=[N:10][N:11]([C:12]2[CH:17]=[CH:16][CH:15]=[CH:14][CH:13]=2)[CH:19]=1, predict the reactants needed to synthesize it. The reactants are: [CH3:1][O:2][CH2:3][C:4](=[O:18])[C:5](=[N:10][NH:11][C:12]1[CH:17]=[CH:16][CH:15]=[CH:14][CH:13]=1)[C:6]([O:8][CH3:9])=[O:7].[CH3:19]OC(OC)N(C)C. (3) The reactants are: Cl[C:2]1[C:7]([C:8]([O:10][CH2:11][CH3:12])=[O:9])=[CH:6][N:5]=[C:4]([S:13][CH3:14])[N:3]=1.[Cl:15][C:16]1[CH:17]=[C:18]([CH:21]=[CH:22][C:23]=1[O:24][CH3:25])[CH2:19][NH2:20].C(O)(=O)CC(CC(O)=O)(C(O)=O)O. Given the product [Cl:15][C:16]1[CH:17]=[C:18]([CH:21]=[CH:22][C:23]=1[O:24][CH3:25])[CH2:19][NH:20][C:2]1[C:7]([C:8]([O:10][CH2:11][CH3:12])=[O:9])=[CH:6][N:5]=[C:4]([S:13][CH3:14])[N:3]=1, predict the reactants needed to synthesize it.